This data is from Forward reaction prediction with 1.9M reactions from USPTO patents (1976-2016). The task is: Predict the product of the given reaction. (1) Given the reactants [Cl:1][CH2:2][C:3](=O)[CH2:4]C(OCC)=O.[C:11]([OH:14])(=[O:13])[CH3:12].[CH:15]([NH2:18])([CH3:17])[CH3:16].[C:19]1(C)C=CC=C[CH:20]=1, predict the reaction product. The product is: [Cl:1][CH2:2][C:3]([NH:18][CH:15]([CH3:17])[CH3:16])=[CH:4][CH2:12][C:11]([O:14][CH2:19][CH3:20])=[O:13]. (2) The product is: [CH3:1][O:2][C:3]1[CH:4]=[C:5]2[C:10](=[CH:11][C:12]=1[O:13][CH3:14])[CH:9]([NH2:16])[CH2:8][CH2:7][CH2:6]2. Given the reactants [CH3:1][O:2][C:3]1[CH:4]=[C:5]2[C:10](=[CH:11][C:12]=1[O:13][CH3:14])[C:9](=O)[CH2:8][CH2:7][CH2:6]2.[NH3:16].C(O)C.[BH4-].[Na+], predict the reaction product.